From a dataset of NCI-60 drug combinations with 297,098 pairs across 59 cell lines. Regression. Given two drug SMILES strings and cell line genomic features, predict the synergy score measuring deviation from expected non-interaction effect. Drug 1: CC1=CC=C(C=C1)C2=CC(=NN2C3=CC=C(C=C3)S(=O)(=O)N)C(F)(F)F. Drug 2: C1=NC2=C(N=C(N=C2N1C3C(C(C(O3)CO)O)O)F)N. Cell line: DU-145. Synergy scores: CSS=-3.36, Synergy_ZIP=3.74, Synergy_Bliss=2.12, Synergy_Loewe=-7.70, Synergy_HSA=-4.60.